This data is from Catalyst prediction with 721,799 reactions and 888 catalyst types from USPTO. The task is: Predict which catalyst facilitates the given reaction. (1) Reactant: [CH:1]1([N:4]2[C:9](=[O:10])[C:8]3[C:11]([NH:18][C:19]4[CH:24]=[CH:23][C:22]([I:25])=[CH:21][C:20]=4[F:26])=[C:12]([F:17])[C:13](=[O:16])[N:14]([CH3:15])[C:7]=3[C:6]([C:27]3[CH:32]=[CH:31][CH:30]=[C:29]([N+:33]([O-])=O)[CH:28]=3)=[N:5]2)[CH2:3][CH2:2]1.[C:36](Cl)(=[O:38])[CH3:37]. Product: [CH:1]1([N:4]2[C:9](=[O:10])[C:8]3[C:11]([NH:18][C:19]4[CH:24]=[CH:23][C:22]([I:25])=[CH:21][C:20]=4[F:26])=[C:12]([F:17])[C:13](=[O:16])[N:14]([CH3:15])[C:7]=3[C:6]([C:27]3[CH:28]=[C:29]([NH:33][C:36](=[O:38])[CH3:37])[CH:30]=[CH:31][CH:32]=3)=[N:5]2)[CH2:3][CH2:2]1. The catalyst class is: 2. (2) Reactant: [F:1][C:2]1[CH:3]=[C:4]([C:8]2[CH:27]=[CH:26][C:11]([C:12]([NH:14][CH2:15][CH2:16][N:17](C)[C:18](=O)OC(C)(C)C)=[O:13])=[CH:10][N:9]=2)[CH:5]=[CH:6][CH:7]=1.[ClH:28]. Product: [ClH:28].[F:1][C:2]1[CH:3]=[C:4]([C:8]2[CH:27]=[CH:26][C:11]([C:12]([NH:14][CH2:15][CH2:16][NH:17][CH3:18])=[O:13])=[CH:10][N:9]=2)[CH:5]=[CH:6][CH:7]=1. The catalyst class is: 12. (3) Reactant: CO.C(=O)([O-])[O-].[Na+].[Na+].Br[C:10]1[CH:11]=[CH:12][C:13]([C:16]#[C:17][Si:18]([C:21]([CH3:24])([CH3:23])[CH3:22])([CH3:20])[CH3:19])=[N:14][CH:15]=1.[Cl:25][C:26]1[CH:31]=[CH:30][C:29](OB(O)O)=[CH:28][CH:27]=1. Product: [Si:18]([C:17]#[C:16][C:13]1[CH:12]=[CH:11][C:10]([C:29]2[CH:30]=[CH:31][C:26]([Cl:25])=[CH:27][CH:28]=2)=[CH:15][N:14]=1)([C:21]([CH3:24])([CH3:23])[CH3:22])([CH3:20])[CH3:19]. The catalyst class is: 75. (4) Reactant: [F:1][C:2]1[C:21]([F:22])=[CH:20][CH:19]=[CH:18][C:3]=1[CH2:4][N:5]1[C:9]2=[N:10][C:11]([CH3:15])=[C:12]([F:14])[CH:13]=[C:8]2[C:7]([C:16]#[N:17])=[N:6]1.C[O-].[Na+].[Cl-].[NH4+:27].C(O)(=O)C. Product: [F:1][C:2]1[C:21]([F:22])=[CH:20][CH:19]=[CH:18][C:3]=1[CH2:4][N:5]1[C:9]2=[N:10][C:11]([CH3:15])=[C:12]([F:14])[CH:13]=[C:8]2[C:7]([C:16](=[NH:27])[NH2:17])=[N:6]1. The catalyst class is: 5. (5) Reactant: C(N(CC)CC)C.Br.[CH3:9][N:10]1[C:14]2[CH2:15][NH:16][CH2:17][CH2:18][C:13]=2[CH:12]=[N:11]1.[F:19][C:20]1[CH:25]=[CH:24][CH:23]=[CH:22][C:21]=1[C:26]1[N:27]=[C:28]([CH3:40])[N:29]2[C:34]=1[C:33](N1C=NC=N1)=[N:32][CH:31]=[N:30]2. Product: [F:19][C:20]1[CH:25]=[CH:24][CH:23]=[CH:22][C:21]=1[C:26]1[N:27]=[C:28]([CH3:40])[N:29]2[C:34]=1[C:33]([N:16]1[CH2:17][CH2:18][C:13]3[CH:12]=[N:11][N:10]([CH3:9])[C:14]=3[CH2:15]1)=[N:32][CH:31]=[N:30]2. The catalyst class is: 4. (6) Reactant: Br[C:2]1[CH:14]=[C:13]2[C:5]([C:6]3[CH:7]=[C:8]([C:15]([N:17]4[CH2:22][CH2:21][O:20][CH2:19][CH2:18]4)=[O:16])[CH:9]=[CH:10][C:11]=3[NH:12]2)=[CH:4][CH:3]=1.BrC1C=CC=C2C=1C1C=C(C(N3CCOCC3)=O)C=CC=1N2.[CH3:45][C:46]1[C:50](B2OC(C)(C)C(C)(C)O2)=[C:49]([CH3:60])[O:48][N:47]=1.P(=O)(O)(O)O.[K]. Product: [CH3:45][C:46]1[C:50]([C:4]2[CH:3]=[CH:2][CH:14]=[C:13]3[C:5]=2[C:6]2[CH:7]=[C:8]([C:15]([N:17]4[CH2:18][CH2:19][O:20][CH2:21][CH2:22]4)=[O:16])[CH:9]=[CH:10][C:11]=2[NH:12]3)=[C:49]([CH3:60])[O:48][N:47]=1. The catalyst class is: 3. (7) Reactant: [OH:1][CH2:2][C:3]1([C:6]2[N:24]=[C:9]3[C:10]([O:22][CH3:23])=[CH:11][CH:12]=[C:13]([C:14]4[CH:15]=[C:16]([CH:19]=[CH:20][CH:21]=4)[C:17]#[N:18])[N:8]3[N:7]=2)[CH2:5][CH2:4]1.[H-].[Na+].[CH2:27](Br)[C:28]1[CH:33]=[CH:32][CH:31]=[CH:30][CH:29]=1.C([O-])(O)=O.[Na+]. Product: [CH2:27]([O:1][CH2:2][C:3]1([C:6]2[N:24]=[C:9]3[C:10]([O:22][CH3:23])=[CH:11][CH:12]=[C:13]([C:14]4[CH:15]=[C:16]([CH:19]=[CH:20][CH:21]=4)[C:17]#[N:18])[N:8]3[N:7]=2)[CH2:5][CH2:4]1)[C:28]1[CH:33]=[CH:32][CH:31]=[CH:30][CH:29]=1. The catalyst class is: 18. (8) Reactant: Cl.[CH2:2]([C@H:9]([N:25]([CH2:40][C:41]1[CH:46]=[CH:45][C:44]([CH2:47][CH2:48][CH2:49][CH2:50][CH3:51])=[CH:43][CH:42]=1)C(=O)C=CC1C=CC(C(F)(F)F)=CC=1)[C:10]([N:12]1[CH2:17][CH2:16][N:15]([CH2:18][C:19]2[CH:24]=[CH:23][CH:22]=[CH:21][CH:20]=2)[CH2:14][CH2:13]1)=[O:11])[C:3]1[CH:8]=[CH:7][CH:6]=[CH:5][CH:4]=1.C(N(CC)CC)C.C(C1C=CC(C=O)=CC=1)CCCC.[BH4-].[Na+]. Product: [CH2:18]([N:15]1[CH2:14][CH2:13][N:12]([C:10](=[O:11])[C@@H:9]([NH:25][CH2:40][C:41]2[CH:42]=[CH:43][C:44]([CH2:47][CH2:48][CH2:49][CH2:50][CH3:51])=[CH:45][CH:46]=2)[CH2:2][C:3]2[CH:8]=[CH:7][CH:6]=[CH:5][CH:4]=2)[CH2:17][CH2:16]1)[C:19]1[CH:24]=[CH:23][CH:22]=[CH:21][CH:20]=1. The catalyst class is: 24. (9) Reactant: [Cl:1][C:2]1[N:7]=[C:6]([Cl:8])[CH:5]=[CH:4][N:3]=1.Cl.[CH:10]12[O:17][CH:14]([CH2:15][CH2:16]1)[CH2:13][NH:12][CH2:11]2.CCN(CC)CC. Product: [Cl:1][C:2]1[N:7]=[C:6]([N:12]2[CH2:11][CH:10]3[O:17][CH:14]([CH2:15][CH2:16]3)[CH2:13]2)[CH:5]=[CH:4][N:3]=1.[Cl:8][C:6]1[CH:5]=[CH:4][N:3]=[C:2]([N:12]2[CH2:11][CH:10]3[O:17][CH:14]([CH2:15][CH2:16]3)[CH2:13]2)[N:7]=1. The catalyst class is: 14.